Dataset: Catalyst prediction with 721,799 reactions and 888 catalyst types from USPTO. Task: Predict which catalyst facilitates the given reaction. (1) Reactant: [OH:1][C:2]1[C:11]([C:12]#[N:13])=[C:10]([C:14]2[S:15][CH:16]=[CH:17][CH:18]=2)[C:9]2[CH2:8][CH2:7][CH2:6][CH2:5][C:4]=2[N:3]=1.C([O-])([O-])=O.[K+].[K+].Br[CH:26]([C:31]1[CH:36]=[CH:35][CH:34]=[CH:33][CH:32]=1)[C:27]([O:29][CH3:30])=[O:28]. Product: [C:12]([C:11]1[C:2]([O:1][CH:26]([C:31]2[CH:36]=[CH:35][CH:34]=[CH:33][CH:32]=2)[C:27]([O:29][CH3:30])=[O:28])=[N:3][C:4]2[CH2:5][CH2:6][CH2:7][CH2:8][C:9]=2[C:10]=1[C:14]1[S:15][CH:16]=[CH:17][CH:18]=1)#[N:13]. The catalyst class is: 21. (2) Reactant: [CH3:1][C:2]1[N:3]([C:7]2[CH:8]=[C:9]([OH:13])[CH:10]=[CH:11][CH:12]=2)[CH:4]=[CH:5][N:6]=1.[Cl:14][C:15]1[CH:16]=[C:17]([N+:22]([O-:24])=[O:23])[CH:18]=[CH:19][C:20]=1F.C(=O)([O-])[O-].[K+].[K+]. Product: [Cl:14][C:15]1[CH:16]=[C:17]([N+:22]([O-:24])=[O:23])[CH:18]=[CH:19][C:20]=1[O:13][C:9]1[CH:8]=[C:7]([N:3]2[CH:4]=[CH:5][N:6]=[C:2]2[CH3:1])[CH:12]=[CH:11][CH:10]=1. The catalyst class is: 391. (3) Reactant: [OH-].[Na+].[CH3:3][C:4]1[N:5]([C:20]2[CH:25]=[CH:24][CH:23]=[CH:22][CH:21]=2)[C:6]([C:14]2[CH:19]=[CH:18][CH:17]=[CH:16][CH:15]=2)=[CH:7][C:8]=1[C:9]([O:11]CC)=[O:10]. Product: [CH3:3][C:4]1[N:5]([C:20]2[CH:25]=[CH:24][CH:23]=[CH:22][CH:21]=2)[C:6]([C:14]2[CH:19]=[CH:18][CH:17]=[CH:16][CH:15]=2)=[CH:7][C:8]=1[C:9]([OH:11])=[O:10]. The catalyst class is: 8. (4) Reactant: [Cl:1][C:2]1[CH:9]=[C:8]([O:10][C:11]2[CH:16]=[CH:15][C:14]([CH:17]([CH3:42])[C:18]([OH:41])([C:23]3[CH:24]=[C:25]4[C:30](=[CH:31][CH:32]=3)[N:29]=[C:28]([O:33]C(C)C)[CH:27]=[C:26]4[C:37]([F:40])([F:39])[F:38])[C:19]([F:22])([F:21])[F:20])=[C:13]([Cl:43])[CH:12]=2)[CH:7]=[CH:6][C:3]=1[C:4]#[N:5].Cl.[OH-].[Na+]. Product: [Cl:1][C:2]1[CH:9]=[C:8]([O:10][C:11]2[CH:16]=[CH:15][C:14]([CH:17]([CH3:42])[C:18]([OH:41])([C:23]3[CH:24]=[C:25]4[C:30](=[CH:31][CH:32]=3)[NH:29][C:28](=[O:33])[CH:27]=[C:26]4[C:37]([F:38])([F:39])[F:40])[C:19]([F:20])([F:22])[F:21])=[C:13]([Cl:43])[CH:12]=2)[CH:7]=[CH:6][C:3]=1[C:4]#[N:5]. The catalyst class is: 15. (5) Reactant: [ClH:1].CO[C:4](=[NH:9])[C:5]([CH3:8])([CH3:7])[CH3:6].[CH3:10][NH:11][NH2:12]. Product: [ClH:1].[CH3:10][NH:11][NH:12][C:4](=[NH:9])[C:5]([CH3:8])([CH3:7])[CH3:6]. The catalyst class is: 5.